This data is from Forward reaction prediction with 1.9M reactions from USPTO patents (1976-2016). The task is: Predict the product of the given reaction. (1) Given the reactants [C:1]([Si:5]([CH3:22])([CH3:21])[O:6][CH2:7][CH2:8][NH:9][CH2:10][CH2:11][C:12]1[C:20]2[C:15](=[CH:16][CH:17]=[CH:18][CH:19]=2)[NH:14][CH:13]=1)([CH3:4])([CH3:3])[CH3:2].[C:23]([O:27][C:28](=[O:47])/[CH:29]=[CH:30]/[C:31]1[CH:35]=[CH:34][N:33]([S:36]([C:39]2[CH:44]=[CH:43][C:42]([CH2:45]Br)=[CH:41][CH:40]=2)(=[O:38])=[O:37])[CH:32]=1)([CH3:26])([CH3:25])[CH3:24], predict the reaction product. The product is: [C:23]([O:27][C:28](=[O:47])/[CH:29]=[CH:30]/[C:31]1[CH:35]=[CH:34][N:33]([S:36]([C:39]2[CH:44]=[CH:43][C:42]([CH2:45][N:9]([CH2:8][CH2:7][O:6][Si:5]([C:1]([CH3:2])([CH3:4])[CH3:3])([CH3:22])[CH3:21])[CH2:10][CH2:11][C:12]3[C:20]4[C:15](=[CH:16][CH:17]=[CH:18][CH:19]=4)[NH:14][CH:13]=3)=[CH:41][CH:40]=2)(=[O:38])=[O:37])[CH:32]=1)([CH3:26])([CH3:25])[CH3:24]. (2) Given the reactants C[O:2][C:3](=[O:33])[CH2:4][CH2:5][CH2:6][CH2:7][CH2:8][NH:9][C:10]([C:12]1[C:16]([CH3:17])=[C:15]([CH:18]=[N:19][N:20]=[C:21]2[C:29]3[C:24](=[CH:25][CH:26]=[C:27]([F:30])[CH:28]=3)[NH:23][C:22]2=[O:31])[NH:14][C:13]=1[CH3:32])=[O:11].CO.[Li+].[OH-].Cl, predict the reaction product. The product is: [F:30][C:27]1[CH:28]=[C:29]2[C:24](=[CH:25][CH:26]=1)[NH:23][C:22](=[O:31])[C:21]2=[N:20][N:19]=[CH:18][C:15]1[NH:14][C:13]([CH3:32])=[C:12]([C:10]([NH:9][CH2:8][CH2:7][CH2:6][CH2:5][CH2:4][C:3]([OH:33])=[O:2])=[O:11])[C:16]=1[CH3:17]. (3) Given the reactants [NH2:1][C:2]1[CH:3]=[C:4]([N:8]2[C:12](=[O:13])[CH2:11][CH:10]([C:14]([NH:16][CH:17]([C:24]3[CH:25]=[N:26][CH:27]=[CH:28][CH:29]=3)[CH2:18][C:19]([O:21][CH2:22][CH3:23])=[O:20])=[O:15])[CH2:9]2)[CH:5]=[CH:6][CH:7]=1.C(N(CC)CC)C.Cl.[N:38]1[CH:43]=[CH:42][CH:41]=[C:40]([C:44](Cl)=[O:45])[CH:39]=1, predict the reaction product. The product is: [O:13]=[C:12]1[N:8]([C:4]2[CH:5]=[CH:6][CH:7]=[C:2]([NH:1][C:44]([C:40]3[CH:39]=[N:38][CH:43]=[CH:42][CH:41]=3)=[O:45])[CH:3]=2)[CH2:9][CH:10]([C:14]([NH:16][CH:17]([C:24]2[CH:25]=[N:26][CH:27]=[CH:28][CH:29]=2)[CH2:18][C:19]([O:21][CH2:22][CH3:23])=[O:20])=[O:15])[CH2:11]1.